Dataset: Forward reaction prediction with 1.9M reactions from USPTO patents (1976-2016). Task: Predict the product of the given reaction. (1) Given the reactants [F:1][C:2]1[CH:3]=[C:4]([CH:6]=[CH:7][C:8]=1[O:9][C:10]1[CH:15]=[CH:14][CH:13]=[C:12]([C:16]([F:19])([F:18])[F:17])[CH:11]=1)[NH2:5].Cl.[N:21]([O-:23])=[O:22].[Na+].[N+:25]([CH2:28][CH2:29][CH3:30])([O-])=O.[OH-].[Na+], predict the reaction product. The product is: [F:1][C:2]1[CH:3]=[C:4]([NH:5][N:25]=[C:28]([N+:21]([O-:23])=[O:22])[CH2:29][CH3:30])[CH:6]=[CH:7][C:8]=1[O:9][C:10]1[CH:15]=[CH:14][CH:13]=[C:12]([C:16]([F:17])([F:18])[F:19])[CH:11]=1. (2) The product is: [CH3:30][O:31][C:6]([C:8]1([NH:17][C:18](=[O:29])[CH2:19][C:20]2[C:21]([CH3:28])=[CH:22][C:23]([CH3:27])=[CH:24][C:25]=2[CH3:26])[CH2:13][CH2:12][N:11]([O:14][CH2:15][CH3:16])[CH2:10][CH2:9]1)=[O:2]. Given the reactants S(=O)(=O)(O)[OH:2].[C:6]([C:8]1([NH:17][C:18](=[O:29])[CH2:19][C:20]2[C:25]([CH3:26])=[CH:24][C:23]([CH3:27])=[CH:22][C:21]=2[CH3:28])[CH2:13][CH2:12][N:11]([O:14][CH2:15][CH3:16])[CH2:10][CH2:9]1)#N.[C:30](=O)([O-])[O-:31].[Na+].[Na+], predict the reaction product. (3) Given the reactants [C:1]([O:5][C:6]([N:8]([CH2:25][CH:26]1[CH2:28][CH2:27]1)[C:9]1[CH:14]=[C:13]([C:15]2[CH:20]=[CH:19][CH:18]=[C:17]([C:21]([O:23]C)=[O:22])[N:16]=2)[CH:12]=[CH:11][N:10]=1)=[O:7])([CH3:4])([CH3:3])[CH3:2].[OH-].[Na+].Cl, predict the reaction product. The product is: [C:1]([O:5][C:6]([N:8]([CH2:25][CH:26]1[CH2:27][CH2:28]1)[C:9]1[CH:14]=[C:13]([C:15]2[CH:20]=[CH:19][CH:18]=[C:17]([C:21]([OH:23])=[O:22])[N:16]=2)[CH:12]=[CH:11][N:10]=1)=[O:7])([CH3:4])([CH3:2])[CH3:3]. (4) Given the reactants [Br:1][CH2:2][CH2:3][C:4]1[CH:9]=[CH:8][C:7]([C:10]([C:15]2[CH:20]=[CH:19][C:18]([CH2:21][CH2:22][CH:23]([O:28][Si](CC)(CC)CC)[C:24]([CH3:27])([CH3:26])[CH3:25])=[C:17]([CH3:36])[CH:16]=2)([CH2:13][CH3:14])[CH2:11][CH3:12])=[CH:6][C:5]=1[CH3:37].Cl.O, predict the reaction product. The product is: [Br:1][CH2:2][CH2:3][C:4]1[CH:9]=[CH:8][C:7]([C:10]([C:15]2[CH:20]=[CH:19][C:18]([CH2:21][CH2:22][CH:23]([OH:28])[C:24]([CH3:26])([CH3:25])[CH3:27])=[C:17]([CH3:36])[CH:16]=2)([CH2:11][CH3:12])[CH2:13][CH3:14])=[CH:6][C:5]=1[CH3:37]. (5) The product is: [CH3:25][O:26][C:27]1[CH:28]=[C:29]([NH:39][C:40]2[N:42]=[CH:3][C:4]3[CH2:9][CH2:8][CH2:7][CH:6]([C:10]([O:12][CH2:13][CH3:14])=[O:11])[C:5]=3[N:41]=2)[CH:30]=[CH:31][C:32]=1[N:33]1[CH:37]=[C:36]([CH3:38])[N:35]=[CH:34]1. Given the reactants CN(C)[CH:3]=[C:4]1[CH2:9][CH2:8][CH2:7][CH:6]([C:10]([O:12][CH2:13][CH3:14])=[O:11])[C:5]1=O.[N+]([O-])(O)=O.[N+]([O-])(O)=O.[CH3:25][O:26][C:27]1[CH:28]=[C:29]([NH:39][C:40]([NH2:42])=[NH:41])[CH:30]=[CH:31][C:32]=1[N:33]1[CH:37]=[C:36]([CH3:38])[N:35]=[CH:34]1, predict the reaction product. (6) Given the reactants [F:1][C:2]1[CH:7]=[CH:6][C:5]([OH:8])=[C:4]([CH3:9])[C:3]=1[NH:10][CH2:11][C:12]1[CH:17]=[C:16]([C:18]2[CH:23]=[CH:22][CH:21]=[C:20]([F:24])[CH:19]=2)[CH:15]=[C:14]([CH3:25])[C:13]=1[O:26][CH3:27].C([O-])([O-])=O.[Cs+].[Cs+].Br[CH2:35][C:36]([O:38][CH:39]([CH3:41])[CH3:40])=[O:37].O, predict the reaction product. The product is: [F:1][C:2]1[CH:7]=[CH:6][C:5]([O:8][CH2:35][C:36]([O:38][CH:39]([CH3:41])[CH3:40])=[O:37])=[C:4]([CH3:9])[C:3]=1[NH:10][CH2:11][C:12]1[CH:17]=[C:16]([C:18]2[CH:23]=[CH:22][CH:21]=[C:20]([F:24])[CH:19]=2)[CH:15]=[C:14]([CH3:25])[C:13]=1[O:26][CH3:27]. (7) Given the reactants [CH3:1][O:2][C:3]1[CH:8]=[CH:7][CH:6]=[CH:5][C:4]=1[NH:9][C:10](=[O:15])[CH2:11][C:12]([OH:14])=O.C1C=CC2N(O)N=NC=2C=1.[F:26][C:27]1[CH:28]=[C:29]([NH2:56])[CH:30]=[CH:31][C:32]=1[O:33][C:34]1[CH:39]=[CH:38][N:37]=[C:36]2[CH:40]=[C:41]([C:43]3[N:44]=[CH:45][N:46]([CH2:48][O:49][CH2:50][CH2:51][Si:52]([CH3:55])([CH3:54])[CH3:53])[CH:47]=3)[S:42][C:35]=12.C(Cl)CCl, predict the reaction product. The product is: [F:26][C:27]1[CH:28]=[C:29]([NH:56][C:12](=[O:14])[CH2:11][C:10]([NH:9][C:4]2[CH:5]=[CH:6][CH:7]=[CH:8][C:3]=2[O:2][CH3:1])=[O:15])[CH:30]=[CH:31][C:32]=1[O:33][C:34]1[CH:39]=[CH:38][N:37]=[C:36]2[CH:40]=[C:41]([C:43]3[N:44]=[CH:45][N:46]([CH2:48][O:49][CH2:50][CH2:51][Si:52]([CH3:54])([CH3:53])[CH3:55])[CH:47]=3)[S:42][C:35]=12.